Task: Predict the reaction yield, written as a fraction of the theoretical maximum amount of product (1.0 means a 100% yield; for example, 0.34 means a 34% yield).. Dataset: Reaction yield outcomes from USPTO patents with 853,638 reactions The reactants are [Cl:1][C:2]1[S:6][C:5]([S:7]([N:10](S(C2SC(Cl)=CC=2)(=O)=O)[C:11]2[C:19]3[C:14](=[CH:15][C:16]([F:22])=[CH:17][C:18]=3[O:20][CH3:21])[N:13]([CH2:23][C:24]3[CH:29]=[CH:28][CH:27]=[C:26]([C:30]#N)[CH:25]=3)[N:12]=2)(=[O:9])=[O:8])=[CH:4][CH:3]=1.[OH-:41].[Na+].Cl.C[OH:45]. No catalyst specified. The product is [Cl:1][C:2]1[S:6][C:5]([S:7]([NH:10][C:11]2[C:19]3[C:14](=[CH:15][C:16]([F:22])=[CH:17][C:18]=3[O:20][CH3:21])[N:13]([CH2:23][C:24]3[CH:25]=[C:26]([CH:27]=[CH:28][CH:29]=3)[C:30]([OH:45])=[O:41])[N:12]=2)(=[O:9])=[O:8])=[CH:4][CH:3]=1. The yield is 0.650.